This data is from Catalyst prediction with 721,799 reactions and 888 catalyst types from USPTO. The task is: Predict which catalyst facilitates the given reaction. (1) Reactant: [OH:1][C:2]1[CH:3]=[C:4]([CH2:8][NH:9][C:10]([C:12]2[CH:13]=[C:14]3[C:19](=[CH:20][CH:21]=2)[N:18]=[CH:17][CH:16]=[CH:15]3)=[O:11])[CH:5]=[CH:6][CH:7]=1.Br[CH2:23][C:24]#[C:25][CH2:26][CH3:27].CN(C=O)C.C(=O)([O-])[O-].[Cs+].[Cs+]. Product: [CH2:23]([O:1][C:2]1[CH:3]=[C:4]([CH2:8][NH:9][C:10]([C:12]2[CH:13]=[C:14]3[C:19](=[CH:20][CH:21]=2)[N:18]=[CH:17][CH:16]=[CH:15]3)=[O:11])[CH:5]=[CH:6][CH:7]=1)[C:24]#[C:25][CH2:26][CH3:27]. The catalyst class is: 6. (2) Reactant: [C:1]([C:3]1[CH:8]=[CH:7][C:6](=[O:9])[N:5]([C:10]2[CH:15]=[CH:14][CH:13]=[CH:12][CH:11]=2)[C:4]=1[S-:16])#[N:2].[Na+].Br[CH2:19][C:20]([O:22][CH2:23][CH3:24])=[O:21].O. Product: [CH2:23]([O:22][C:20]([C:19]1[S:16][C:4]2[N:5]([C:10]3[CH:15]=[CH:14][CH:13]=[CH:12][CH:11]=3)[C:6](=[O:9])[CH:7]=[CH:8][C:3]=2[C:1]=1[NH2:2])=[O:21])[CH3:24]. The catalyst class is: 14. (3) Reactant: [Cl:1][C:2]1[CH:7]=[CH:6][C:5]([C:8]2[CH:12]=[CH:11][NH:10][N:9]=2)=[CH:4][C:3]=1[CH2:13][NH:14][CH:15]=[O:16].CN[C@@H]1CCCC[C@H]1NC.C(=O)([O-])[O-].[K+].[K+].I[C:34]1[CH:35]=[CH:36][C:37]2[O:42][CH2:41][CH2:40][CH2:39][C:38]=2[CH:43]=1. Product: [Cl:1][C:2]1[CH:7]=[CH:6][C:5]([C:8]2[CH:12]=[CH:11][N:10]([C:34]3[CH:35]=[CH:36][C:37]4[O:42][CH2:41][CH2:40][CH2:39][C:38]=4[CH:43]=3)[N:9]=2)=[CH:4][C:3]=1[CH2:13][NH:14][CH:15]=[O:16]. The catalyst class is: 185. (4) Reactant: [CH2:1]([O:3][C:4](=[O:34])[C:5]([O:23][C:24]1[CH:29]=[CH:28][C:27]([C:30]([F:33])([F:32])[F:31])=[CH:26][CH:25]=1)([CH3:22])[CH:6]([C:8]1[CH:13]=[CH:12][C:11]([O:14][CH2:15][C:16]2[CH:21]=[CH:20][CH:19]=[CH:18][CH:17]=2)=[CH:10][CH:9]=1)O)[CH3:2].B(F)(F)F.CCOCC.C([SiH](CC)CC)C.C([O-])([O-])=O.[Na+].[Na+]. Product: [CH2:1]([O:3][C:4](=[O:34])[C:5]([O:23][C:24]1[CH:25]=[CH:26][C:27]([C:30]([F:32])([F:31])[F:33])=[CH:28][CH:29]=1)([CH3:22])[CH2:6][C:8]1[CH:9]=[CH:10][C:11]([O:14][CH2:15][C:16]2[CH:21]=[CH:20][CH:19]=[CH:18][CH:17]=2)=[CH:12][CH:13]=1)[CH3:2]. The catalyst class is: 2. (5) Reactant: [F:1][C:2]1[CH:8]=[CH:7][CH:6]=[C:5]([F:9])[C:3]=1[NH2:4].[H-].[Na+].[Cl:12][C:13]1[C:18]([C:19]#[N:20])=[C:17](Cl)[N:16]=[C:15]([S:22][CH3:23])[N:14]=1. Product: [Cl:12][C:13]1[C:18]([C:19]#[N:20])=[C:17]([NH:4][C:3]2[C:2]([F:1])=[CH:8][CH:7]=[CH:6][C:5]=2[F:9])[N:16]=[C:15]([S:22][CH3:23])[N:14]=1. The catalyst class is: 197. (6) Product: [Cl:1][C:2]1[CH:7]=[C:6]2[NH:8][C:9](=[O:31])[C:10]3([CH:14]([CH2:15][C:16]([CH3:17])([CH3:18])[CH3:19])[CH2:13][N:12]([C:20]([N:42]4[CH2:41][CH2:40][N:39]([CH2:38][CH2:37][CH2:36][S:33]([CH3:32])(=[O:34])=[O:35])[CH2:44][CH2:43]4)=[O:21])[CH:11]3[C:23]3[CH:28]=[CH:27][CH:26]=[C:25]([Cl:29])[C:24]=3[F:30])[C:5]2=[CH:4][CH:3]=1. Reactant: [Cl:1][C:2]1[CH:7]=[C:6]2[NH:8][C:9](=[O:31])[C:10]3([CH:14]([CH2:15][C:16]([CH3:19])([CH3:18])[CH3:17])[CH2:13][N:12]([C:20](Cl)=[O:21])[CH:11]3[C:23]3[CH:28]=[CH:27][CH:26]=[C:25]([Cl:29])[C:24]=3[F:30])[C:5]2=[CH:4][CH:3]=1.[CH3:32][S:33]([CH2:36][CH2:37][CH2:38][N:39]1[CH2:44][CH2:43][NH:42][CH2:41][CH2:40]1)(=[O:35])=[O:34]. The catalyst class is: 66. (7) Reactant: [NH2:1][C:2]1[CH:7]=[C:6]([Br:8])[CH:5]=[C:4]([C:9]([F:12])([F:11])[F:10])[C:3]=1[N:13]([CH2:19][C:20]1[CH:25]=[CH:24][CH:23]=[C:22]([C:26]([F:29])([F:28])[F:27])[CH:21]=1)[C:14](=O)[O:15]CC.[H-].[Na+].Cl. Product: [Br:8][C:6]1[CH:5]=[C:4]([C:9]([F:12])([F:10])[F:11])[C:3]2[N:13]([CH2:19][C:20]3[CH:25]=[CH:24][CH:23]=[C:22]([C:26]([F:28])([F:29])[F:27])[CH:21]=3)[C:14](=[O:15])[NH:1][C:2]=2[CH:7]=1. The catalyst class is: 8.